This data is from Forward reaction prediction with 1.9M reactions from USPTO patents (1976-2016). The task is: Predict the product of the given reaction. (1) The product is: [CH3:2][O:3][CH:4]=[CH:34][C:36]1[S:40][C:39]([O:41][C:42]2[CH:49]=[CH:48][C:45]([C:46]#[N:47])=[CH:44][CH:43]=2)=[CH:38][CH:37]=1. Given the reactants [Cl-].[CH3:2][O:3][CH2:4][P+](C1C=CC=CC=1)(C1C=CC=CC=1)C1C=CC=CC=1.C[Si]([N-][Si](C)(C)C)(C)C.[K+].[CH:34]([C:36]1[S:40][C:39]([O:41][C:42]2[CH:49]=[CH:48][C:45]([C:46]#[N:47])=[CH:44][CH:43]=2)=[CH:38][CH:37]=1)=O, predict the reaction product. (2) Given the reactants [C:1]([OH:4])(=O)[CH3:2].[C:5]([O:9][C:10]([C:12]1[C:20]2[CH2:19][CH:18]([CH2:21][NH2:22])[O:17][CH2:16][C:15]=2[S:14][C:13]=1[NH2:23])=[O:11])([CH3:8])([CH3:7])[CH3:6], predict the reaction product. The product is: [C:5]([O:9][C:10]([C:12]1[C:20]2[CH2:19][CH:18]([CH2:21][N:22]3[CH2:16][C:15]4[C:2](=[CH:21][CH:18]=[CH:19][CH:20]=4)[C:1]3=[O:4])[O:17][CH2:16][C:15]=2[S:14][C:13]=1[NH2:23])=[O:11])([CH3:8])([CH3:6])[CH3:7]. (3) Given the reactants [NH2:1][C:2]1[NH:6][N:5]=[C:4]([CH3:7])[C:3]=1[C:8]1[S:9][C:10]2[CH:16]=[C:15]([S:17](Cl)(=[O:19])=[O:18])[CH:14]=[CH:13][C:11]=2[N:12]=1.[F:21][C:22]1[CH:29]=[CH:28][C:25]([CH2:26][NH2:27])=[CH:24][CH:23]=1.CN1CCOCC1, predict the reaction product. The product is: [F:21][C:22]1[CH:29]=[CH:28][C:25]([CH2:26][NH:27][S:17]([C:15]2[CH:14]=[CH:13][C:11]3[N:12]=[C:8]([C:3]4[C:4]([CH3:7])=[N:5][NH:6][C:2]=4[NH2:1])[S:9][C:10]=3[CH:16]=2)(=[O:19])=[O:18])=[CH:24][CH:23]=1. (4) Given the reactants [F:1][CH:2]([F:19])[C@H:3]1[CH2:8][C@H:7]([C:9]2[O:13][NH:12][C:11](=[O:14])[CH:10]=2)[CH2:6][CH2:5][N:4]1C(OC)=O.Br, predict the reaction product. The product is: [F:19][CH:2]([F:1])[C@H:3]1[CH2:8][C@H:7]([C:9]2[O:13][NH:12][C:11](=[O:14])[CH:10]=2)[CH2:6][CH2:5][NH:4]1. (5) Given the reactants [C:1]1([C:7]2[N:8]=[C:9]([CH2:12][C:13]3([CH2:17][OH:18])[CH2:16][CH2:15][CH2:14]3)[S:10][CH:11]=2)[CH:6]=[CH:5][CH:4]=[CH:3][CH:2]=1.[C:19](Cl)(Cl)=[O:20].[NH2:23][C@@H:24]([CH2:38][CH2:39][CH2:40][CH3:41])[CH:25]([OH:37])[C:26]([NH:28][C@@H:29]([C:31]1[CH:36]=[CH:35][CH:34]=[CH:33][CH:32]=1)[CH3:30])=[O:27].C(N(CC)C(C)C)(C)C.[Cl-].[Na+], predict the reaction product. The product is: [OH:37][CH:25]([C@@H:24]([NH:23][C:19](=[O:20])[O:18][CH2:17][C:13]1([CH2:12][C:9]2[S:10][CH:11]=[C:7]([C:1]3[CH:2]=[CH:3][CH:4]=[CH:5][CH:6]=3)[N:8]=2)[CH2:16][CH2:15][CH2:14]1)[CH2:38][CH2:39][CH2:40][CH3:41])[C:26](=[O:27])[NH:28][C@@H:29]([C:31]1[CH:36]=[CH:35][CH:34]=[CH:33][CH:32]=1)[CH3:30].